From a dataset of Forward reaction prediction with 1.9M reactions from USPTO patents (1976-2016). Predict the product of the given reaction. Given the reactants [CH3:1][O:2][C:3]1[CH:4]=[C:5]([CH:7]=[C:8]([C:10]([F:13])([F:12])[F:11])[CH:9]=1)[NH2:6].Br[CH2:15][CH:16]([OH:20])[CH2:17][CH2:18]Br.C(=O)([O-])[O-].[Na+].[Na+], predict the reaction product. The product is: [CH3:1][O:2][C:3]1[CH:4]=[C:5]([N:6]2[CH2:18][CH2:17][CH:16]([OH:20])[CH2:15]2)[CH:7]=[C:8]([C:10]([F:11])([F:12])[F:13])[CH:9]=1.